The task is: Predict the product of the given reaction.. This data is from Forward reaction prediction with 1.9M reactions from USPTO patents (1976-2016). Given the reactants [CH3:1][CH:2](O)[C:3]1[CH:8]=[CH:7][CH:6]=[CH:5][CH:4]=1.P(Br)(Br)[Br:11], predict the reaction product. The product is: [Br:11][CH:2]([C:3]1[CH:8]=[CH:7][CH:6]=[CH:5][CH:4]=1)[CH3:1].